From a dataset of Forward reaction prediction with 1.9M reactions from USPTO patents (1976-2016). Predict the product of the given reaction. Given the reactants [CH3:1][C:2]1[CH:6]=[C:5]([NH:7][C:8](=[O:15])OCC(Cl)(Cl)Cl)[O:4][N:3]=1.[F:16][C:17]1[C:22]([F:23])=[CH:21][CH:20]=[CH:19][C:18]=1[C:24]1[CH:29]=[CH:28][CH:27]=[C:26]([N:30]2[CH2:35][CH2:34][NH:33][CH2:32][CH2:31]2)[CH:25]=1, predict the reaction product. The product is: [F:16][C:17]1[C:22]([F:23])=[CH:21][CH:20]=[CH:19][C:18]=1[C:24]1[CH:29]=[CH:28][CH:27]=[C:26]([N:30]2[CH2:31][CH2:32][N:33]([C:8]([NH:7][C:5]3[O:4][N:3]=[C:2]([CH3:1])[CH:6]=3)=[O:15])[CH2:34][CH2:35]2)[CH:25]=1.